From a dataset of NCI-60 drug combinations with 297,098 pairs across 59 cell lines. Regression. Given two drug SMILES strings and cell line genomic features, predict the synergy score measuring deviation from expected non-interaction effect. Drug 1: CC(C1=C(C=CC(=C1Cl)F)Cl)OC2=C(N=CC(=C2)C3=CN(N=C3)C4CCNCC4)N. Drug 2: CC1CCC2CC(C(=CC=CC=CC(CC(C(=O)C(C(C(=CC(C(=O)CC(OC(=O)C3CCCCN3C(=O)C(=O)C1(O2)O)C(C)CC4CCC(C(C4)OC)O)C)C)O)OC)C)C)C)OC. Cell line: HCT-15. Synergy scores: CSS=33.6, Synergy_ZIP=1.76, Synergy_Bliss=0.685, Synergy_Loewe=-18.6, Synergy_HSA=1.56.